Predict the reaction yield, written as a fraction of the theoretical maximum amount of product (1.0 means a 100% yield; for example, 0.34 means a 34% yield). From a dataset of Reaction yield outcomes from USPTO patents with 853,638 reactions. (1) The reactants are F[C:2](F)(F)C(O)=O.[NH2:8][C:9]1[C:14]([C:15]([C:17]2[CH:22]=[C:21]([F:23])[CH:20]=[CH:19][C:18]=2[O:24][CH3:25])=[O:16])=[CH:13]N=[C:11]([NH:26][CH:27]2[CH2:32]CNC[CH2:28]2)[N:10]=1.C(=O)([O-])[O-].[K+].[K+].IC.[CH3:41][N:42]([CH3:45])[CH:43]=O. The catalyst is C(OCC)(=O)C. The product is [NH2:8][C:9]1[C:14]([C:15]([C:17]2[CH:22]=[C:21]([F:23])[CH:20]=[CH:19][C:18]=2[O:24][CH3:25])=[O:16])=[CH:13][CH:2]=[C:11]([NH:26][CH:27]2[CH2:28][CH2:43][N:42]([CH3:45])[CH2:41][CH2:32]2)[N:10]=1. The yield is 0.240. (2) The reactants are F[C:2]1[N:7]=[C:6]([NH2:8])[CH:5]=[CH:4][CH:3]=1.Cl.[CH3:10][C:11]1([CH3:16])[CH2:15][CH2:14][NH:13][CH2:12]1.CCN(CC)CC. The catalyst is O. The product is [CH3:10][C:11]1([CH3:16])[CH2:15][CH2:14][N:13]([C:2]2[N:7]=[C:6]([NH2:8])[CH:5]=[CH:4][CH:3]=2)[CH2:12]1. The yield is 0.780. (3) The reactants are [F:1][C:2]([F:13])([F:12])[O:3][C:4]1[CH:5]=[C:6]([CH2:10][NH2:11])[CH:7]=[CH:8][CH:9]=1.[F:14][C:15]([F:20])([F:19])[CH:16]1[O:18][CH2:17]1. No catalyst specified. The product is [F:1][C:2]([F:12])([F:13])[O:3][C:4]1[CH:5]=[C:6]([CH2:10][NH:11][CH2:17][CH:16]([OH:18])[C:15]([F:20])([F:19])[F:14])[CH:7]=[CH:8][CH:9]=1. The yield is 0.370. (4) The reactants are [C:1]1([O:9][CH3:10])[C:2](=[CH:5][CH:6]=[CH:7][CH:8]=1)[O:3][CH3:4].[Li]CCCC.CN(OC)[C:18](=[O:25])[C:19]1[CH:24]=[CH:23][N:22]=[CH:21][CH:20]=1. The catalyst is O1CCCC1. The product is [CH3:4][O:3][C:2]1[C:1]([O:9][CH3:10])=[CH:8][CH:7]=[CH:6][C:5]=1[C:18]([C:19]1[CH:24]=[CH:23][N:22]=[CH:21][CH:20]=1)=[O:25]. The yield is 0.950. (5) The reactants are [N+:1]([C:4]1[C:5]([CH:10](C(OCC)=O)[C:11]([O:13][CH2:14][CH3:15])=[O:12])=[N:6][CH:7]=[CH:8][CH:9]=1)([O-:3])=[O:2].O.[Cl-].[Li+]. The catalyst is CS(C)=O.[Cl-].[Na+].O. The product is [N+:1]([C:4]1[C:5]([CH2:10][C:11]([O:13][CH2:14][CH3:15])=[O:12])=[N:6][CH:7]=[CH:8][CH:9]=1)([O-:3])=[O:2]. The yield is 0.920.